Regression. Given two drug SMILES strings and cell line genomic features, predict the synergy score measuring deviation from expected non-interaction effect. From a dataset of NCI-60 drug combinations with 297,098 pairs across 59 cell lines. Drug 1: CC(CN1CC(=O)NC(=O)C1)N2CC(=O)NC(=O)C2. Drug 2: CN(CCCl)CCCl.Cl. Cell line: UO-31. Synergy scores: CSS=12.2, Synergy_ZIP=-4.01, Synergy_Bliss=-1.15, Synergy_Loewe=0.118, Synergy_HSA=0.258.